From a dataset of Full USPTO retrosynthesis dataset with 1.9M reactions from patents (1976-2016). Predict the reactants needed to synthesize the given product. (1) Given the product [C:52]([O:51][C:49]([N:45]1[CH2:46][CH2:47][CH2:48][C@H:44]1[C:42]1[NH:43][C:39]([C:36]2[CH:37]=[CH:38][C:33]([C:33]3[CH:38]=[CH:37][C:36]([C:11]4[N:12]=[C:8]([C@@H:13]5[CH2:17][CH2:16][CH2:15][N:14]5[C:18]([O:20][C:21]([CH3:22])([CH3:23])[CH3:24])=[O:19])[S:9][CH:10]=4)=[CH:35][CH:34]=3)=[CH:34][CH:35]=2)=[CH:40][N:41]=1)=[O:50])([CH3:54])([CH3:55])[CH3:53], predict the reactants needed to synthesize it. The reactants are: BrC1C=CC([C:8]2([C@@H:13]3[CH2:17][CH2:16][CH2:15][N:14]3[C:18]([O:20][C:21]([CH3:24])([CH3:23])[CH3:22])=[O:19])[NH:12][CH:11]=[CH:10][S:9]2)=CC=1.CC1(C)C(C)(C)OB([C:33]2[CH:38]=[CH:37][C:36]([C:39]3[NH:43][C:42]([C@@H:44]4[CH2:48][CH2:47][CH2:46][N:45]4[C:49]([O:51][C:52]([CH3:55])([CH3:54])[CH3:53])=[O:50])=[N:41][CH:40]=3)=[CH:35][CH:34]=2)O1.C(=O)(O)[O-].[Na+]. (2) Given the product [CH3:4][C:2]([C:5]1[CH:6]=[CH:7][C:8]([C@H:11]([OH:35])[CH2:12][CH2:13][CH2:14][N:15]2[CH2:20][CH2:19][CH:18]([C:21]([OH:34])([C:28]3[CH:33]=[CH:32][CH:31]=[CH:30][CH:29]=3)[C:22]3[CH:27]=[CH:26][CH:25]=[CH:24][CH:23]=3)[CH2:17][CH2:16]2)=[CH:9][CH:10]=1)([CH3:1])[CH3:3], predict the reactants needed to synthesize it. The reactants are: [CH3:1][C:2]([C:5]1[CH:6]=[CH:7][C:8]([CH:11]([OH:35])[CH2:12][CH2:13][CH2:14][N:15]2[CH2:20][CH2:19][CH:18]([C:21]([OH:34])([C:28]3[CH:29]=[CH:30][CH:31]=[CH:32][CH:33]=3)[C:22]3[CH:23]=[CH:24][CH:25]=[CH:26][CH:27]=3)[CH2:17][CH2:16]2)=[CH:9][CH:10]=1)([CH3:4])[CH3:3].[CH3:4][C:2]([C:5]1[CH:6]=[CH:7][C:8]([CH:11]([OH:35])[CH2:12][CH2:13][CH2:14][N:15]2[CH2:20][CH2:19][CH:18]([C:21]([OH:34])([C:28]3[CH:33]=[CH:32][CH:31]=[CH:30][CH:29]=3)[C:22]3[CH:27]=[CH:26][CH:25]=[CH:24][CH:23]=3)[CH2:17][CH2:16]2)=[CH:9][CH:10]=1)([CH3:1])[CH3:3].C1C=C2C=CC3OP(O)(=O)OC4C=CC5C(C=4C=3C2=CC=1)=CC=CC=5. (3) Given the product [Cl:19][C:15]1[CH:14]=[C:13]([S:10]([C:7]2[CH:8]=[CH:9][C:4]([C:3]([OH:20])=[O:2])=[CH:5][CH:6]=2)(=[O:11])=[O:12])[CH:18]=[CH:17][CH:16]=1, predict the reactants needed to synthesize it. The reactants are: C[O:2][C:3](=[O:20])[C:4]1[CH:9]=[CH:8][C:7]([S:10]([C:13]2[CH:18]=[CH:17][CH:16]=[C:15]([Cl:19])[CH:14]=2)(=[O:12])=[O:11])=[CH:6][CH:5]=1.[Li+].[OH-].C(O)(=O)CC(CC(O)=O)(C(O)=O)O. (4) Given the product [OH:23][CH2:22][CH2:21][O:19][C:16]1[CH:15]=[CH:14][C:13]([C:11](=[O:12])/[CH:10]=[CH:9]/[C:6]2[CH:5]=[CH:4][C:3]([N:2]([CH3:1])[CH3:20])=[CH:8][CH:7]=2)=[CH:18][CH:17]=1, predict the reactants needed to synthesize it. The reactants are: [CH3:1][N:2]([CH3:20])[C:3]1[CH:8]=[CH:7][C:6](/[CH:9]=[CH:10]/[C:11]([C:13]2[CH:18]=[CH:17][C:16]([OH:19])=[CH:15][CH:14]=2)=[O:12])=[CH:5][CH:4]=1.[CH2:21](Cl)[CH2:22][OH:23].C([O-])([O-])=O.[K+].[K+].O. (5) Given the product [C:1]([O:5][C:6](=[O:27])[NH:7][C@@H:8]1[C@@H:13]([OH:14])[C@H:12]([CH2:15][C:16]2[CH:21]=[C:20]([O:34][C@@H:32]([CH3:33])[C:31]([F:36])([F:35])[F:30])[C:19]([N+:23]([O-:25])=[O:24])=[C:18]([F:26])[CH:17]=2)[CH2:11][S:10][CH2:9]1)([CH3:2])([CH3:4])[CH3:3], predict the reactants needed to synthesize it. The reactants are: [C:1]([O:5][C:6](=[O:27])[NH:7][C@@H:8]1[C@@H:13]([OH:14])[C@H:12]([CH2:15][C:16]2[CH:21]=[C:20](F)[C:19]([N+:23]([O-:25])=[O:24])=[C:18]([F:26])[CH:17]=2)[CH2:11][S:10][CH2:9]1)([CH3:4])([CH3:3])[CH3:2].[OH-].[K+].[F:30][C:31]([F:36])([F:35])[C@@H:32]([OH:34])[CH3:33].